This data is from Forward reaction prediction with 1.9M reactions from USPTO patents (1976-2016). The task is: Predict the product of the given reaction. (1) Given the reactants [OH:1][CH2:2][C:3]1[CH:4]=[C:5]([OH:9])[CH:6]=[CH:7][CH:8]=1.F[C:11]1[CH:16]=[CH:15][C:14]([C:17]([F:20])([F:19])[F:18])=[CH:13][CH:12]=1.C(=O)([O-])[O-].[Cs+].[Cs+], predict the reaction product. The product is: [F:18][C:17]([F:20])([F:19])[C:14]1[CH:15]=[CH:16][C:11]([O:9][C:5]2[CH:4]=[C:3]([CH2:2][OH:1])[CH:8]=[CH:7][CH:6]=2)=[CH:12][CH:13]=1. (2) The product is: [ClH:14].[NH:1]([C:2]1[CH:10]=[CH:9][C:8]([N+:11]([O-:13])=[O:12])=[CH:7][C:3]=1[C:4]([OH:6])=[O:5])[NH2:15]. Given the reactants [NH2:1][C:2]1[CH:10]=[CH:9][C:8]([N+:11]([O-:13])=[O:12])=[CH:7][C:3]=1[C:4]([OH:6])=[O:5].[ClH:14].[N:15]([O-])=O.[Na+], predict the reaction product. (3) Given the reactants Br[C:2]1[C:10]2[C:9]([CH:11]=[O:12])=[C:8]([CH3:13])[CH:7]=[C:6]([CH3:14])[C:5]=2[N:4]([S:15]([C:18]2[CH:24]=[CH:23][C:21]([CH3:22])=[CH:20][CH:19]=2)(=[O:17])=[O:16])[CH:3]=1.[C:25]1(B(O)O)[CH:30]=[CH:29][CH:28]=[CH:27][CH:26]=1.[O-]P([O-])([O-])=O.[K+].[K+].[K+].COC1C=CC=C(OC)C=1C1C=CC=CC=1P(C1CCCCC1)C1CCCCC1, predict the reaction product. The product is: [CH3:13][C:8]1[CH:7]=[C:6]([CH3:14])[C:5]2[N:4]([S:15]([C:18]3[CH:24]=[CH:23][C:21]([CH3:22])=[CH:20][CH:19]=3)(=[O:16])=[O:17])[CH:3]=[C:2]([C:25]3[CH:30]=[CH:29][CH:28]=[CH:27][CH:26]=3)[C:10]=2[C:9]=1[CH:11]=[O:12]. (4) Given the reactants [C:1](Cl)(=[O:6])[CH:2]=[CH:3][CH2:4][CH3:5].[CH3:8][C:9]1[C@H:14]2[C:15]([CH3:17])([CH3:16])[C@H:12]([CH2:13]2)[CH2:11][CH:10]=1, predict the reaction product. The product is: [CH2:4]([CH:3]1[C:12]2([C:15]([CH3:17])=[CH2:16])[CH2:13][CH:14]([C:9]([CH3:8])=[CH:10][CH2:11]2)[C:1](=[O:6])[CH2:2]1)[CH3:5]. (5) Given the reactants [Cl:1][C:2]1[CH:8]=[C:7]([O:9][C:10]2[C:19]3[C:14](=[CH:15][C:16]([O:22][CH3:23])=[C:17]([O:20][CH3:21])[CH:18]=3)[N:13]=[CH:12][N:11]=2)[CH:6]=[CH:5][C:3]=1[NH2:4].C1(C)C=CC=CC=1.C(N(CC)CC)C.Cl[C:39](Cl)([O:41]C(=O)OC(Cl)(Cl)Cl)Cl.[F:50][C:51]1[CH:59]=[CH:58][C:54]([CH:55]([OH:57])[CH3:56])=[CH:53][CH:52]=1, predict the reaction product. The product is: [Cl:1][C:2]1[CH:8]=[C:7]([O:9][C:10]2[C:19]3[C:14](=[CH:15][C:16]([O:22][CH3:23])=[C:17]([O:20][CH3:21])[CH:18]=3)[N:13]=[CH:12][N:11]=2)[CH:6]=[CH:5][C:3]=1[NH:4][C:39](=[O:41])[O:57][CH:55]([C:54]1[CH:58]=[CH:59][C:51]([F:50])=[CH:52][CH:53]=1)[CH3:56]. (6) Given the reactants [CH3:1][O:2][C:3]1[CH:4]=[CH:5][C:6]([NH:9][C:10]([NH2:12])=[S:11])=[N:7][CH:8]=1.[O:13]1[C:17]2[CH:18]=[CH:19][CH:20]=[CH:21][C:16]=2[CH:15]=[C:14]1[C:22](=O)[CH2:23]Br, predict the reaction product. The product is: [O:13]1[C:17]2=[CH:18][CH:19]=[CH:20][C:21]2=[CH:16][CH:15]=[C:14]1[C:22]1[N:12]=[C:10]([NH:9][C:6]2[CH:5]=[CH:4][C:3]([O:2][CH3:1])=[CH:8][N:7]=2)[S:11][CH:23]=1.